Dataset: Forward reaction prediction with 1.9M reactions from USPTO patents (1976-2016). Task: Predict the product of the given reaction. (1) Given the reactants [Cl:1][C:2]1[CH:7]=[C:6]([Cl:8])[N:5]=[C:4](S(C)(=O)=O)[N:3]=1.[OH:13][CH2:14][C:15]1([C:18]#[N:19])[CH2:17][CH2:16]1.[Li+].C[Si]([N-][Si](C)(C)C)(C)C.CCOC(C)=O, predict the reaction product. The product is: [Cl:1][C:2]1[CH:7]=[C:6]([Cl:8])[N:5]=[C:4]([O:13][CH2:14][C:15]2([C:18]#[N:19])[CH2:17][CH2:16]2)[N:3]=1. (2) The product is: [Cl:1][C:2]1[CH:3]=[C:4]([F:28])[CH:5]=[C:6]2[C:14]=1[NH:13][C:12]1[C:11]([C:20]([F:22])([F:23])[F:21])([OH:15])[CH:10]([C:24]([F:27])([F:25])[F:26])[CH2:9][CH2:8][C:7]2=1. Given the reactants [Cl:1][C:2]1[CH:3]=[C:4]([F:28])[CH:5]=[C:6]2[C:14]=1[NH:13][C:12]1[C:11]([C:20]([F:23])([F:22])[F:21])([O:15][Si](C)(C)C)[CH:10]([C:24]([F:27])([F:26])[F:25])[CH2:9][CH2:8][C:7]2=1.[OH-].[K+], predict the reaction product.